This data is from Full USPTO retrosynthesis dataset with 1.9M reactions from patents (1976-2016). The task is: Predict the reactants needed to synthesize the given product. (1) Given the product [CH3:9][O:8][C:6]([C:5]1[CH:4]=[CH:3][C:2]([NH:1][C:25](=[O:26])[CH2:24][CH2:23][C:19]2[CH:20]=[N:21][O:22][C:18]=2[C:12]2[CH:13]=[CH:14][CH:15]=[CH:16][CH:17]=2)=[CH:11][CH:10]=1)=[O:7], predict the reactants needed to synthesize it. The reactants are: [NH2:1][C:2]1[CH:11]=[CH:10][C:5]([C:6]([O:8][CH3:9])=[O:7])=[CH:4][CH:3]=1.[C:12]1([C:18]2[O:22][N:21]=[CH:20][C:19]=2[CH2:23][CH2:24][C:25](O)=[O:26])[CH:17]=[CH:16][CH:15]=[CH:14][CH:13]=1.O.ON1C2C=CC=CC=2N=N1.Cl.C(N=C=NCCCN(C)C)C. (2) Given the product [N:1]1[C:10]2[NH:9][CH2:8][CH2:7][CH2:6][C:5]=2[CH:4]=[CH:3][C:2]=1[CH2:11][CH2:12][CH2:13][CH2:14][CH:15]([OH:32])/[CH:16]=[CH:17]/[C:18]1[CH:19]=[N:20][C:21]2[C:26]([CH:27]=1)=[CH:25][CH:24]=[C:23]([C:28]([F:30])([F:29])[F:31])[CH:22]=2, predict the reactants needed to synthesize it. The reactants are: [N:1]1[C:10]2[NH:9][CH2:8][CH2:7][CH2:6][C:5]=2[CH:4]=[CH:3][C:2]=1[CH2:11][CH2:12][CH2:13][CH2:14][C:15](=[O:32])/[CH:16]=[CH:17]/[C:18]1[CH:19]=[N:20][C:21]2[C:26]([CH:27]=1)=[CH:25][CH:24]=[C:23]([C:28]([F:31])([F:30])[F:29])[CH:22]=2.[H-].[H-].[H-].[H-].[Li+].[Al+3].O.[OH-].[Na+]. (3) The reactants are: [Br:1][C:2]1[N:3]=[CH:4][NH:5][CH:6]=1.OC1C=CC=C2C=1N=CC=C2.C(=O)([O-])[O-].[Cs+].[Cs+].[F:24][C:25]([F:35])([F:34])[O:26][C:27]1[CH:32]=[CH:31][C:30](I)=[CH:29][CH:28]=1. Given the product [Br:1][C:2]1[N:3]=[CH:4][N:5]([C:30]2[CH:29]=[CH:28][C:27]([O:26][C:25]([F:24])([F:34])[F:35])=[CH:32][CH:31]=2)[CH:6]=1, predict the reactants needed to synthesize it. (4) Given the product [CH3:3][O:4][C:5](=[O:24])[CH2:6][CH2:7][CH2:8][C:9](=[O:23])[N:10]([C:11]1[CH:16]=[CH:15][C:14]([N+:17]([O-:19])=[O:18])=[CH:13][C:12]=1[N+:20]([O-:22])=[O:21])[CH3:29], predict the reactants needed to synthesize it. The reactants are: N#N.[CH3:3][O:4][C:5](=[O:24])[CH2:6][CH2:7][CH2:8][C:9](=[O:23])[NH:10][C:11]1[CH:16]=[CH:15][C:14]([N+:17]([O-:19])=[O:18])=[CH:13][C:12]=1[N+:20]([O-:22])=[O:21].S(OC)(O[CH3:29])(=O)=O.C([O-])([O-])=O.[K+].[K+]. (5) Given the product [F:1][C:2]1[CH:18]=[CH:17][CH:16]=[CH:15][C:3]=1[CH2:4][N:5]1[C:13]2[C:8](=[CH:9][C:10]([NH:14][C:20]3[C:29]4[C:24](=[CH:25][CH:26]=[C:27]([C:30]5[O:31][C:32]([C:35]([F:38])([F:36])[F:37])=[N:33][N:34]=5)[CH:28]=4)[N:23]=[CH:22][N:21]=3)=[CH:11][CH:12]=2)[CH:7]=[N:6]1, predict the reactants needed to synthesize it. The reactants are: [F:1][C:2]1[CH:18]=[CH:17][CH:16]=[CH:15][C:3]=1[CH2:4][N:5]1[C:13]2[C:8](=[CH:9][C:10]([NH2:14])=[CH:11][CH:12]=2)[CH:7]=[N:6]1.Cl[C:20]1[C:29]2[C:24](=[CH:25][CH:26]=[C:27]([C:30]3[O:31][C:32]([C:35]([F:38])([F:37])[F:36])=[N:33][N:34]=3)[CH:28]=2)[N:23]=[CH:22][N:21]=1. (6) Given the product [CH:14]([C:16]1[CH:24]=[CH:23][C:21]([O:22][CH2:1][C:2]2[CH:5]=[CH:28][CH:27]=[CH:26][CH:3]=2)=[C:18]([O:19][CH3:20])[CH:17]=1)=[CH2:7], predict the reactants needed to synthesize it. The reactants are: [CH3:1][C:2]([CH3:5])([O-])[CH3:3].[K+].[CH2:7]([C:14]([C:16]1[CH:24]=[CH:23][C:21]([OH:22])=[C:18]([O:19][CH3:20])[CH:17]=1)=O)C1C=CC=CC=1.O1C[CH2:28][CH2:27][CH2:26]1.